From a dataset of Peptide-MHC class I binding affinity with 185,985 pairs from IEDB/IMGT. Regression. Given a peptide amino acid sequence and an MHC pseudo amino acid sequence, predict their binding affinity value. This is MHC class I binding data. (1) The MHC is HLA-B08:01 with pseudo-sequence HLA-B08:01. The binding affinity (normalized) is 0.0847. The peptide sequence is KTDIVNTTY. (2) The peptide sequence is LVRDITESL. The MHC is HLA-B27:03 with pseudo-sequence HLA-B27:03. The binding affinity (normalized) is 0.0847. (3) The peptide sequence is ILKEPVHGVY. The MHC is Patr-B0101 with pseudo-sequence Patr-B0101. The binding affinity (normalized) is 0. (4) The peptide sequence is FLGKIWPSHK. The MHC is HLA-A03:01 with pseudo-sequence HLA-A03:01. The binding affinity (normalized) is 0.427. (5) The peptide sequence is FLYALALLL. The MHC is HLA-A68:01 with pseudo-sequence HLA-A68:01. The binding affinity (normalized) is 0.225. (6) The MHC is HLA-A02:03 with pseudo-sequence HLA-A02:03. The peptide sequence is GLADQLIHL. The binding affinity (normalized) is 0.936. (7) The peptide sequence is TSIFAGHLK. The MHC is HLA-A68:01 with pseudo-sequence HLA-A68:01. The binding affinity (normalized) is 0.865.